From a dataset of Forward reaction prediction with 1.9M reactions from USPTO patents (1976-2016). Predict the product of the given reaction. (1) Given the reactants Br[C:2]1[CH:11]=[CH:10][CH:9]=[C:8]2[C:3]=1[CH2:4][CH2:5][N:6]([C:12]([O:14][C:15]([CH3:18])([CH3:17])[CH3:16])=[O:13])[CH2:7]2.C([Sn](CCCC)(CCCC)[C:24]1[CH:29]=[CH:28][CH:27]=[CH:26][N:25]=1)CCC, predict the reaction product. The product is: [N:25]1[CH:26]=[CH:27][CH:28]=[CH:29][C:24]=1[C:2]1[CH:11]=[CH:10][CH:9]=[C:8]2[C:3]=1[CH2:4][CH2:5][N:6]([C:12]([O:14][C:15]([CH3:18])([CH3:17])[CH3:16])=[O:13])[CH2:7]2. (2) Given the reactants [CH2:1]([C:3]1[N:13]([C:14]2[CH:19]=[CH:18][C:17]([CH2:20][CH2:21][NH2:22])=[CH:16][CH:15]=2)[C:6]2=[N:7][C:8]([CH3:12])=[CH:9][C:10]([CH3:11])=[C:5]2[N:4]=1)[CH3:2].C(N(CC)CC)C.Cl[C:31]([O:33][C:34]1[CH:39]=[CH:38][CH:37]=[CH:36][CH:35]=1)=[O:32], predict the reaction product. The product is: [CH2:1]([C:3]1[N:13]([C:14]2[CH:15]=[CH:16][C:17]([CH2:20][CH2:21][NH:22][C:31](=[O:32])[O:33][C:34]3[CH:39]=[CH:38][CH:37]=[CH:36][CH:35]=3)=[CH:18][CH:19]=2)[C:6]2=[N:7][C:8]([CH3:12])=[CH:9][C:10]([CH3:11])=[C:5]2[N:4]=1)[CH3:2]. (3) The product is: [O:13]1[CH2:15][C@H:14]1[CH2:16][O:1][C:2]1[CH:12]=[N:11][CH:10]=[CH:9][C:3]=1[C:4]([O:6][CH2:7][CH3:8])=[O:5]. Given the reactants [OH:1][C:2]1[CH:12]=[N:11][CH:10]=[CH:9][C:3]=1[C:4]([O:6][CH2:7][CH3:8])=[O:5].[O:13]1[CH2:15][C@H:14]1[CH2:16]OS(C1C=CC=C([N+]([O-])=O)C=1)(=O)=O.C(=O)([O-])[O-].[Cs+].[Cs+], predict the reaction product. (4) Given the reactants Br[C:2]1[CH:11]=[CH:10][C:5]([C:6]([O:8][CH3:9])=[O:7])=[CH:4][C:3]=1[C:12]([F:15])([F:14])[F:13].[B:16]1([B:16]2[O:20][C:19]([CH3:22])([CH3:21])[C:18]([CH3:24])([CH3:23])[O:17]2)[O:20][C:19]([CH3:22])([CH3:21])[C:18]([CH3:24])([CH3:23])[O:17]1.CC([O-])=O.[K+].CCOC(C)=O, predict the reaction product. The product is: [CH3:23][C:18]1([CH3:24])[C:19]([CH3:22])([CH3:21])[O:20][B:16]([C:2]2[CH:11]=[CH:10][C:5]([C:6]([O:8][CH3:9])=[O:7])=[CH:4][C:3]=2[C:12]([F:15])([F:14])[F:13])[O:17]1. (5) The product is: [F:22][C:20]1[CH:19]=[CH:18][C:17]2[C:11]3([O:14][C:15](=[O:23])[C:16]=2[CH:21]=1)[CH2:10][CH2:9][NH:8][CH2:13][CH2:12]3. Given the reactants C([N:8]1[CH2:13][CH2:12][C:11]2([C:17]3[CH:18]=[CH:19][C:20]([F:22])=[CH:21][C:16]=3[C:15](=[O:23])[O:14]2)[CH2:10][CH2:9]1)C1C=CC=CC=1, predict the reaction product.